From a dataset of Full USPTO retrosynthesis dataset with 1.9M reactions from patents (1976-2016). Predict the reactants needed to synthesize the given product. (1) Given the product [C:1]([O:5][C:6]([C@@H:8]([CH2:13][C:16]1[S:17][CH:18]=[C:19]([Cl:21])[N:20]=1)[C:9]([O:11][CH3:12])=[O:10])=[O:7])([CH3:4])([CH3:3])[CH3:2], predict the reactants needed to synthesize it. The reactants are: [C:1]([O:5][C:6]([C@H:8]([CH2:13]I)[C:9]([O:11][CH3:12])=[O:10])=[O:7])([CH3:4])([CH3:3])[CH3:2].Cl[C:16]1[S:17][CH:18]=[C:19]([Cl:21])[N:20]=1. (2) Given the product [CH:36]1([NH:32][C:22]([C:7]2[C:8]3[CH2:9][CH2:10][C:11]4([NH:20][C:21]=3[C:4]3[N:3]=[C:2]([CH3:1])[N:25]([CH3:26])[C:5]=3[CH:6]=2)[CH2:19][C:18]2[C:13](=[CH:14][CH:15]=[CH:16][CH:17]=2)[CH2:12]4)=[O:24])[CH2:37][CH2:38]1, predict the reactants needed to synthesize it. The reactants are: [CH3:1][C:2]1[N:25]([CH3:26])[C:5]2[CH:6]=[C:7]([C:22]([OH:24])=O)[C:8]3[CH2:9][CH2:10][C:11]4([NH:20][C:21]=3[C:4]=2[N:3]=1)[CH2:19][C:18]1[C:13](=[CH:14][CH:15]=[CH:16][CH:17]=1)[CH2:12]4.F[B-](F)(F)F.[N:32]1(OC(N(C)C)=[N+](C)C)[C:36]2[CH:37]=[CH:38][CH:38]=[CH:37][C:36]=2[N:32]=N1.C1(N)CC1. (3) Given the product [C:1]([O:5][C:6]([N:8]1[CH2:9][CH2:10][N:11]([C:14]2[C:15]([C:19]3[CH:24]=[C:23]([Cl:25])[C:22]([OH:26])=[CH:21][C:20]=3[OH:34])=[N:16][NH:17][CH:18]=2)[CH2:12][CH2:13]1)=[O:7])([CH3:4])([CH3:2])[CH3:3], predict the reactants needed to synthesize it. The reactants are: [C:1]([O:5][C:6]([N:8]1[CH2:13][CH2:12][N:11]([C:14]2[C:15]([C:19]3[CH:24]=[C:23]([Cl:25])[C:22]([O:26]CC4C=CC=CC=4)=[CH:21][C:20]=3[O:34]CC3C=CC=CC=3)=[N:16][NH:17][CH:18]=2)[CH2:10][CH2:9]1)=[O:7])([CH3:4])([CH3:3])[CH3:2]. (4) Given the product [O:3]1[CH2:4][CH2:5][O:1][CH:2]1[C:6]1[CH:11]=[C:10]([O:12][CH3:13])[CH:9]=[CH:8][C:7]=1[C@H:14]([C:30]1[CH:39]=[CH:38][C:37]2[C:32](=[CH:33][CH:34]=[CH:35][CH:36]=2)[CH:31]=1)[CH2:15][C:54]([OH:53])=[O:40], predict the reactants needed to synthesize it. The reactants are: [O:1]1[CH2:5][CH2:4][O:3][CH:2]1[C:6]1[CH:11]=[C:10]([O:12][CH3:13])[CH:9]=[CH:8][C:7]=1[C@H:14]([C:30]1[CH:39]=[CH:38][C:37]2[C:32](=[CH:33][CH:34]=[CH:35][CH:36]=2)[CH:31]=1)[CH2:15]C(N1[C@H](C2C=CC=CC=2)COC1=O)=O.[OH:40]O.[OH-].[Li+].S([O-])([O-])=O.[Na+].[Na+].C1[CH2:54][O:53]CC1. (5) Given the product [F:1][C:2]1[C:3]([N:8]2[C:19](=[O:18])[NH:20][C:21]([CH:22]([C:36]3[CH:37]=[C:38]4[C:43](=[C:44]([O:46][CH3:47])[CH:45]=3)[O:42][CH2:41][CH2:40][CH2:39]4)[NH:23][C:24]3[CH:29]=[CH:28][C:27]([C:30]4[N:34]=[C:33]([CH3:35])[O:32][N:31]=4)=[CH:26][CH:25]=3)=[N:9]2)=[N:4][CH:5]=[CH:6][CH:7]=1, predict the reactants needed to synthesize it. The reactants are: [F:1][C:2]1[C:3]([NH:8][NH2:9])=[N:4][CH:5]=[CH:6][CH:7]=1.C(N(CC)CC)C.C[O:18][C:19](=O)[N:20]=[C:21](SC)[C:22]([C:36]1[CH:37]=[C:38]2[C:43](=[C:44]([O:46][CH3:47])[CH:45]=1)[O:42][CH2:41][CH2:40][CH2:39]2)=[N:23][C:24]1[CH:29]=[CH:28][C:27]([C:30]2[N:34]=[C:33]([CH3:35])[O:32][N:31]=2)=[CH:26][CH:25]=1. (6) Given the product [F:1][C:2]1[CH:7]=[CH:6][C:5]([F:8])=[CH:4][C:3]=1[C:9]1[CH2:13][N:12]([C:14]([N:16]([CH3:18])[CH3:17])=[O:15])[C:11]([CH2:25][CH2:68][C:69]([NH:38][OH:37])=[O:71])([C:19]2[CH:24]=[CH:23][CH:22]=[CH:21][CH:20]=2)[CH:10]=1, predict the reactants needed to synthesize it. The reactants are: [F:1][C:2]1[CH:7]=[CH:6][C:5]([F:8])=[CH:4][C:3]=1[C:9]1[CH2:13][N:12]([C:14]([N:16]([CH3:18])[CH3:17])=[O:15])[C:11]([CH2:25]CC(O)=O)([C:19]2[CH:24]=[CH:23][CH:22]=[CH:21][CH:20]=2)[CH:10]=1.[Si]([O:37][NH2:38])(C(C)(C)C)(C)C.CCN=C=NCCCN(C)C.C1C=NC2N(O)N=NC=2C=1.C(N(CC)CC)C.F[C:68](F)(F)[C:69]([OH:71])=O. (7) Given the product [OH:17][C:10]1[C:11]2[C:12](=[O:16])[C:13]3[C:4](=[CH:3][C:2]([O:31][CH2:30][C:26]4[CH:25]=[N:24][CH:29]=[CH:28][CH:27]=4)=[CH:15][CH:14]=3)[O:5][C:6]=2[CH:7]=[C:8]([N:18]2[CH2:23][CH2:22][O:21][CH2:20][CH2:19]2)[CH:9]=1, predict the reactants needed to synthesize it. The reactants are: F[C:2]1[CH:3]=[C:4]2[C:13](=[CH:14][CH:15]=1)[C:12](=[O:16])[C:11]1[C:10]([OH:17])=[CH:9][C:8]([N:18]3[CH2:23][CH2:22][O:21][CH2:20][CH2:19]3)=[CH:7][C:6]=1[O:5]2.[N:24]1[CH:29]=[CH:28][CH:27]=[C:26]([CH2:30][OH:31])[CH:25]=1.C[Si]([N-][Si](C)(C)C)(C)C.[K+]. (8) Given the product [OH:8][CH2:9][CH2:10][O:11][C:12]1[C:16]([CH3:17])=[C:15]([NH:18][C:19]([NH:21][CH2:22][C:23]2[CH:28]=[C:27]([CH2:29][O:30][CH3:31])[CH:26]=[CH:25][C:24]=2[O:32][C:33]([F:35])([F:36])[F:34])=[O:20])[N:14]([C:37]2[CH:38]=[CH:39][CH:40]=[CH:41][CH:42]=2)[N:13]=1, predict the reactants needed to synthesize it. The reactants are: [Si]([O:8][CH2:9][CH2:10][O:11][C:12]1[C:16]([CH3:17])=[C:15]([NH:18][C:19]([NH:21][CH2:22][C:23]2[CH:28]=[C:27]([CH2:29][O:30][CH3:31])[CH:26]=[CH:25][C:24]=2[O:32][C:33]([F:36])([F:35])[F:34])=[O:20])[N:14]([C:37]2[CH:42]=[CH:41][CH:40]=[CH:39][CH:38]=2)[N:13]=1)(C(C)(C)C)(C)C.CC(O)=O.C1COCC1.O. (9) Given the product [CH2:32]([O:34][C:35]1[CH:36]=[CH:37][C:38]([S:41]([N:44]([CH2:45][C:46]2[CH:55]=[CH:54][C:49]([C:50]([O:52][CH3:53])=[O:51])=[C:48]([F:56])[CH:47]=2)[CH2:19][C:18]2[CH:30]=[CH:29][CH:5]=[CH:6][N:7]=2)(=[O:42])=[O:43])=[CH:39][CH:40]=1)[CH3:33], predict the reactants needed to synthesize it. The reactants are: COC1C=[C:5]([CH:29]=[CH:30]C=1)[CH2:6][N:7]([CH2:18][C:19]1C=CC(C(OC)=O)=CC=1)S(C1C=CC(Cl)=CC=1)(=O)=O.[CH2:32]([O:34][C:35]1[CH:40]=[CH:39][C:38]([S:41]([NH:44][CH2:45][C:46]2[CH:55]=[CH:54][C:49]([C:50]([O:52][CH3:53])=[O:51])=[C:48]([F:56])[CH:47]=2)(=[O:43])=[O:42])=[CH:37][CH:36]=1)[CH3:33].N1C=CC=CC=1CN. (10) Given the product [CH2:11]([O:10][C:8]([C:7]1[CH:6]=[CH:5][C:4](=[O:3])[NH:15][C:13]=1[CH3:14])=[O:9])[CH3:12], predict the reactants needed to synthesize it. The reactants are: C([O:3][C:4](=O)/[CH:5]=[CH:6]/[C:7](=[C:13](/[NH2:15])\[CH3:14])/[C:8]([O:10][CH2:11][CH3:12])=[O:9])C.